This data is from Catalyst prediction with 721,799 reactions and 888 catalyst types from USPTO. The task is: Predict which catalyst facilitates the given reaction. (1) Reactant: [NH2:1][N:2]1[C:11](=[O:12])[C:10]2[C:5](=[C:6]([O:22][CH3:23])[C:7]([N:14]3[CH2:18][CH2:17][CH:16]([CH:19]([NH2:21])[CH3:20])[CH2:15]3)=[C:8]([F:13])[CH:9]=2)[N:4]([CH:24]2[CH2:26][CH2:25]2)[C:3]1=[O:27].C(N(CC)CC)C.[C:35](#[N:38])[CH:36]=[CH2:37]. Product: [NH2:1][N:2]1[C:11](=[O:12])[C:10]2[C:5](=[C:6]([O:22][CH3:23])[C:7]([N:14]3[CH2:18][CH2:17][CH:16]([CH:19]([NH:21][CH2:37][CH2:36][C:35]#[N:38])[CH3:20])[CH2:15]3)=[C:8]([F:13])[CH:9]=2)[N:4]([CH:24]2[CH2:26][CH2:25]2)[C:3]1=[O:27]. The catalyst class is: 5. (2) Reactant: [F:1][C:2]1[CH:42]=[CH:41][C:5]([CH2:6][N:7]2[CH2:39][CH2:38][C:11]3[CH:12]=[C:13]4[C:17](=[CH:18][C:10]=3[NH:9][C:8]2=[O:40])[N:16](C(C2C=CC=CC=2)(C2C=CC=CC=2)C2C=CC=CC=2)[N:15]=[CH:14]4)=[CH:4][CH:3]=1. Product: [F:1][C:2]1[CH:42]=[CH:41][C:5]([CH2:6][N:7]2[CH2:39][CH2:38][C:11]3[CH:12]=[C:13]4[C:17](=[CH:18][C:10]=3[NH:9][C:8]2=[O:40])[NH:16][N:15]=[CH:14]4)=[CH:4][CH:3]=1. The catalyst class is: 157.